Dataset: Forward reaction prediction with 1.9M reactions from USPTO patents (1976-2016). Task: Predict the product of the given reaction. (1) Given the reactants [CH3:1][O:2][C:3]([C:5]1[CH2:10][CH2:9][CH2:8][CH2:7][CH:6]=1)=[O:4].[F-].C([N+](CCCC)(CCCC)CCCC)CCC.[N+:29]([CH3:32])([O-:31])=[O:30], predict the reaction product. The product is: [CH3:1][O:2][C:3]([CH:5]1[CH2:10][CH2:9][CH2:8][CH2:7][CH:6]1[CH2:32][N+:29]([O-:31])=[O:30])=[O:4]. (2) Given the reactants [CH2:1]([O:8][NH:9][C:10]([C:12]1[CH:17]=[CH:16][CH:15]=[CH:14][C:13]=1[NH:18][CH2:19][C:20]1[CH:21]=[CH:22][C:23]([F:29])=[C:24]([CH:28]=1)[C:25]([OH:27])=O)=[O:11])[C:2]1[CH:7]=[CH:6][CH:5]=[CH:4][CH:3]=1.[NH2:30][CH2:31][CH2:32][CH2:33][CH2:34][OH:35], predict the reaction product. The product is: [CH2:1]([O:8][NH:9][C:10]([C:12]1[CH:17]=[CH:16][CH:15]=[CH:14][C:13]=1[NH:18][CH2:19][C:20]1[CH:21]=[CH:22][C:23]([F:29])=[C:24]([CH:28]=1)[C:25]([NH:30][CH2:31][CH2:32][CH2:33][CH2:34][OH:35])=[O:27])=[O:11])[C:2]1[CH:7]=[CH:6][CH:5]=[CH:4][CH:3]=1.